Dataset: Forward reaction prediction with 1.9M reactions from USPTO patents (1976-2016). Task: Predict the product of the given reaction. Given the reactants [F:1][C:2]1[CH:7]=[CH:6][C:5]([C:8]2[CH2:13][CH2:12][CH2:11][CH2:10][C:9]=2[C:14]2[CH:19]=[CH:18][N:17]=[C:16]([NH2:20])[CH:15]=2)=[CH:4][CH:3]=1.[C:21]([N:29]=C=O)(=[O:28])C1C=CC=CC=1.C(=O)([O-])[O-].[K+].[K+].C(O)C, predict the reaction product. The product is: [F:1][C:2]1[CH:3]=[CH:4][C:5]([C:8]2[CH2:13][CH2:12][CH2:11][CH2:10][C:9]=2[C:14]2[CH:19]=[CH:18][N:17]=[C:16]([NH:20][C:21]([NH2:29])=[O:28])[CH:15]=2)=[CH:6][CH:7]=1.